Predict the product of the given reaction. From a dataset of Forward reaction prediction with 1.9M reactions from USPTO patents (1976-2016). (1) Given the reactants [Cl:1][C:2]1[CH:3]=[CH:4][CH:5]=[C:6]2[C:10]=1[N:9]([CH2:11][CH:12]1[CH2:17][CH2:16][O:15][CH2:14][CH2:13]1)[CH:8]=[C:7]2[C:18]#[N:19].C([N:23](C(C)C)CC)(C)C.Cl.NO, predict the reaction product. The product is: [Cl:1][C:2]1[CH:3]=[CH:4][CH:5]=[C:6]2[C:10]=1[N:9]([CH2:11][CH:12]1[CH2:17][CH2:16][O:15][CH2:14][CH2:13]1)[CH:8]=[C:7]2[C:18]([NH2:23])=[NH:19]. (2) Given the reactants [C:1]([O:5][C:6]([N:8]1[C:16]2[C:11](=[CH:12][CH:13]=[C:14]([N+:17]([O-:19])=[O:18])[CH:15]=2)[C:10](I)=[N:9]1)=[O:7])([CH3:4])([CH3:3])[CH3:2].[CH3:21][O:22][C:23]([C:25]1[CH:26]=[C:27](B(O)O)[CH:28]=[CH:29][CH:30]=1)=[O:24], predict the reaction product. The product is: [CH3:21][O:22][C:23]([C:25]1[CH:30]=[C:29]([C:10]2[C:11]3[C:16](=[CH:15][C:14]([N+:17]([O-:19])=[O:18])=[CH:13][CH:12]=3)[N:8]([C:6]([O:5][C:1]([CH3:4])([CH3:3])[CH3:2])=[O:7])[N:9]=2)[CH:28]=[CH:27][CH:26]=1)=[O:24]. (3) The product is: [Cl:1][C:2]1[CH:11]=[C:10]2[C:5]([CH:6]=[CH:7][C:8]([CH3:12])=[N:9]2)=[C:4]([N:13]2[CH2:14][CH2:15][N:16]([CH2:20][CH2:21][C:22]3[CH:23]=[CH:24][C:25]4[O:30][CH2:29][C:28](=[O:31])[N:27]([CH3:32])[C:26]=4[CH:33]=3)[CH2:17][CH2:18]2)[CH:3]=1. Given the reactants [Cl:1][C:2]1[CH:11]=[C:10]2[C:5]([CH:6]=[CH:7][C:8]([CH3:12])=[N:9]2)=[C:4]([N:13]2[CH2:18][CH2:17][NH:16][CH2:15][CH2:14]2)[CH:3]=1.Cl[CH2:20][CH2:21][C:22]1[CH:23]=[CH:24][C:25]2[O:30][CH2:29][C:28](=[O:31])[N:27]([CH3:32])[C:26]=2[CH:33]=1, predict the reaction product. (4) Given the reactants [Cl:1][C:2]1[CH:32]=[CH:31][C:5]2[N:6]=[C:7]([NH:9][C:10]3[CH:30]=[CH:29][C:13]([C:14]([NH:16][NH:17][C:18]4C=[CH:27][CH:26]=[CH:25][C:19]=4[C:20]([O:22][CH2:23][CH3:24])=[O:21])=O)=[CH:12][CH:11]=3)[S:8][C:4]=2[CH:3]=1.C(Cl)(Cl)(Cl)Cl.C([N:41](C(C)C)CC)(C)C.C(P(CC)CC)C, predict the reaction product. The product is: [Cl:1][C:2]1[CH:32]=[CH:31][C:5]2[N:6]=[C:7]([NH:9][C:10]3[CH:11]=[CH:12][C:13]([C:14]4[N:41]5[CH:27]=[CH:26][CH:25]=[C:19]([C:20]([O:22][CH2:23][CH3:24])=[O:21])[C:18]5=[N:17][N:16]=4)=[CH:29][CH:30]=3)[S:8][C:4]=2[CH:3]=1.